From a dataset of Forward reaction prediction with 1.9M reactions from USPTO patents (1976-2016). Predict the product of the given reaction. (1) Given the reactants Cl.Cl.[CH3:3][N:4]1[CH:12]=[C:11]2[C:6]([CH:7]=[CH:8][CH:9]=[C:10]2[C@H:13]2[CH2:15][C@@H:14]2[CH2:16][NH2:17])=[N:5]1.C(N(CC)CC)C.[C:25](OC(=O)C)(=[O:27])[CH3:26], predict the reaction product. The product is: [CH3:3][N:4]1[CH:12]=[C:11]2[C:6]([CH:7]=[CH:8][CH:9]=[C:10]2[C@H:13]2[CH2:15][C@@H:14]2[CH2:16][NH:17][C:25](=[O:27])[CH3:26])=[N:5]1. (2) The product is: [NH:7]([C:8]1[CH:13]=[CH:12][C:11]([CH3:14])=[N:10][CH:9]=1)[NH2:16]. Given the reactants C(OC(=O)[NH:7][C:8]1[CH:9]=[N:10][C:11]([CH3:14])=[CH:12][CH:13]=1)(C)(C)C.[N:16]([O-])=O.[Na+].O.O.[Sn](Cl)Cl.[OH-].[Na+], predict the reaction product. (3) Given the reactants I[C:2]1[C:6]2[C:7]([O:11]C)=[N:8][CH:9]=[CH:10][C:5]=2[N:4]([CH:13]([CH2:17][CH3:18])[CH2:14][O:15][CH3:16])[CH:3]=1.[C:19]([CH2:21][C:22]1[CH:27]=[CH:26][C:25](B(O)O)=[CH:24][CH:23]=1)#[N:20].C(=O)([O-])[O-].[K+].[K+], predict the reaction product. The product is: [CH3:16][O:15][CH2:14][CH:13]([N:4]1[C:5]2[CH:10]=[CH:9][NH:8][C:7](=[O:11])[C:6]=2[C:2]([C:25]2[CH:26]=[CH:27][C:22]([CH2:21][C:19]#[N:20])=[CH:23][CH:24]=2)=[CH:3]1)[CH2:17][CH3:18]. (4) Given the reactants [N+:1]([C:4]1[CH:10]=CC=C[C:5]=1[NH2:6])([O-:3])=[O:2].C([C:15]1[CH:20]=[C:19](C)[CH:18]=[C:17](C(C)(C)C)[C:16]=1O)(C)(C)C.C(N(CC)CC)C.C(Cl)(=[O:37])C=C, predict the reaction product. The product is: [N+:1]([C:4](=[CH2:10])[C:5]([NH:6][C:15]1[CH:16]=[CH:17][CH:18]=[CH:19][CH:20]=1)=[O:37])([O-:3])=[O:2]. (5) Given the reactants [CH3:1][C:2]1[N:3]=[C:4]([S:7][CH3:8])[NH:5][CH:6]=1.C(=O)([O-])[O-].[Cs+].[Cs+].Br[CH2:16][C:17]([O:19][CH3:20])=[O:18], predict the reaction product. The product is: [CH3:20][O:19][C:17](=[O:18])[CH2:16][N:5]1[CH:6]=[C:2]([CH3:1])[N:3]=[C:4]1[S:7][CH3:8]. (6) Given the reactants [NH:1]1[CH2:6][CH2:5][CH:4]([N:7]2[C:15]3[C:10](=[N:11][CH:12]=[CH:13][CH:14]=3)[NH:9][C:8]2=[O:16])[CH2:3][CH2:2]1.Cl[C:18]1[N:23]=[CH:22][N:21]=[C:20]([C:24]([C:26]2[CH:27]=[C:28]3[C:32](=[C:33]([CH3:35])[CH:34]=2)[N:31]([CH3:36])[CH2:30][C:29]3([CH3:38])[CH3:37])=[O:25])[CH:19]=1.CCN(C(C)C)C(C)C, predict the reaction product. The product is: [CH3:36][N:31]1[C:32]2[C:28](=[CH:27][C:26]([C:24]([C:20]3[N:21]=[CH:22][N:23]=[C:18]([N:1]4[CH2:2][CH2:3][CH:4]([N:7]5[C:15]6[C:10](=[N:11][CH:12]=[CH:13][CH:14]=6)[NH:9][C:8]5=[O:16])[CH2:5][CH2:6]4)[CH:19]=3)=[O:25])=[CH:34][C:33]=2[CH3:35])[C:29]([CH3:38])([CH3:37])[CH2:30]1. (7) Given the reactants [Cl:1][C:2]1[CH:7]=[C:6]([O:8][CH2:9][C:10]2[CH:15]=[CH:14][CH:13]=[CH:12][CH:11]=2)[CH:5]=[C:4]([Cl:16])[C:3]=1[OH:17].Br[CH2:19][CH2:20][CH2:21][CH2:22][Cl:23], predict the reaction product. The product is: [Cl:1][C:2]1[CH:7]=[C:6]([O:8][CH2:9][C:10]2[CH:15]=[CH:14][CH:13]=[CH:12][CH:11]=2)[CH:5]=[C:4]([Cl:16])[C:3]=1[O:17][CH2:19][CH2:20][CH2:21][CH2:22][Cl:23]. (8) Given the reactants Br[C:2]1[CH:9]=[CH:8][C:5]([CH:6]=[O:7])=[CH:4][N:3]=1.[N:10]1[NH:11][CH:12]=[C:13]2[C:18]=1[C:17]([C:19]([NH2:21])=[O:20])=[CH:16][CH:15]=[CH:14]2, predict the reaction product. The product is: [CH:6]([C:5]1[CH:8]=[CH:9][C:2]([N:11]2[CH:12]=[C:13]3[C:18]([C:17]([C:19]([NH2:21])=[O:20])=[CH:16][CH:15]=[CH:14]3)=[N:10]2)=[N:3][CH:4]=1)=[O:7]. (9) Given the reactants [CH3:1][O:2][CH2:3][CH:4]1[CH2:9][CH2:8][N:7]([C:10]2[C:11]3[C:22]([C:23]4[CH:28]=[CH:27][CH:26]=[CH:25][CH:24]=4)=[CH:21][S:20][C:12]=3[N:13]=[C:14]([CH2:16][C:17](O)=[O:18])[N:15]=2)[CH2:6][CH2:5]1.[NH:29]1[CH2:33][CH2:32][CH2:31][CH2:30]1.CN(C(ON1N=NC2C=CC=NC1=2)=[N+](C)C)C.F[P-](F)(F)(F)(F)F.C(N(CC)CC)C, predict the reaction product. The product is: [CH3:1][O:2][CH2:3][CH:4]1[CH2:9][CH2:8][N:7]([C:10]2[C:11]3[C:22]([C:23]4[CH:24]=[CH:25][CH:26]=[CH:27][CH:28]=4)=[CH:21][S:20][C:12]=3[N:13]=[C:14]([CH2:16][C:17]([N:29]3[CH2:33][CH2:32][CH2:31][CH2:30]3)=[O:18])[N:15]=2)[CH2:6][CH2:5]1.